From a dataset of Catalyst prediction with 721,799 reactions and 888 catalyst types from USPTO. Predict which catalyst facilitates the given reaction. (1) Reactant: CC([Si](C)(C)OC[C@@H:8]1[CH2:13][N:12]2[CH2:14][CH2:15][CH2:16][C@H:11]2[C:10](=[O:17])[NH:9]1)(C)C.[H-].[Na+].IC. Product: [C:10]1(=[O:17])[NH:9][CH2:8][CH2:13][N:12]2[CH2:14][CH2:15][CH2:16][CH:11]12. The catalyst class is: 9. (2) Reactant: Br[C:2]1[C:3]([C:16]2[CH:21]=[CH:20][CH:19]=[CH:18][CH:17]=2)=[N:4][C:5]2[C:10]([N:11]=1)=[CH:9][C:8]([C:12]([O:14][CH3:15])=[O:13])=[CH:7][CH:6]=2.[CH3:22][NH:23][CH2:24][CH2:25][C:26]1[CH:31]=[CH:30][CH:29]=[CH:28][CH:27]=1.C(=O)([O-])[O-].[K+].[K+]. Product: [CH3:22][N:23]([CH2:24][CH2:25][C:26]1[CH:31]=[CH:30][CH:29]=[CH:28][CH:27]=1)[C:2]1[C:3]([C:16]2[CH:21]=[CH:20][CH:19]=[CH:18][CH:17]=2)=[N:4][C:5]2[C:10]([N:11]=1)=[CH:9][C:8]([C:12]([O:14][CH3:15])=[O:13])=[CH:7][CH:6]=2. The catalyst class is: 9. (3) Product: [Cl:17][C:18]1[CH:23]=[CH:22][CH:21]=[CH:20][C:19]=1[S:24]([N:12]1[CH2:11][CH2:10][CH:9]([C:4]2[C:3]([C:2]([F:15])([F:1])[F:16])=[CH:8][CH:7]=[CH:6][N:5]=2)[CH2:14][CH2:13]1)(=[O:26])=[O:25]. Reactant: [F:1][C:2]([F:16])([F:15])[C:3]1[C:4]([CH:9]2[CH2:14][CH2:13][NH:12][CH2:11][CH2:10]2)=[N:5][CH:6]=[CH:7][CH:8]=1.[Cl:17][C:18]1[CH:23]=[CH:22][CH:21]=[CH:20][C:19]=1[S:24](Cl)(=[O:26])=[O:25].C([O-])(O)=O.[Na+]. The catalyst class is: 2. (4) Reactant: [C:1]([O:5][C:6]([N:8]1[CH:15]2[CH:11]([C:12]([C:16]#[C:17][Si](C)(C)C)=[N:13][O:14]2)[CH2:10][CH2:9]1)=[O:7])([CH3:4])([CH3:3])[CH3:2].[F-].C([N+:27]([CH2:36][CH2:37][CH2:38][CH3:39])([CH2:32][CH2:33]CC)CCCC)CCC.C([O-])(=O)C.[Na+].O. Product: [C:1]([O:5][C:6]([N:8]1[CH:15]2[CH:11]([C:12]([C:16]#[C:17][C:36]3[CH:37]=[CH:38][CH:39]=[C:32]([CH3:33])[N:27]=3)=[N:13][O:14]2)[CH2:10][CH2:9]1)=[O:7])([CH3:4])([CH3:3])[CH3:2]. The catalyst class is: 427. (5) Reactant: [Cl:1][C:2]1[CH:3]=[C:4]([C:8](O)=[CH:9][C:10]2[CH:15]=[CH:14][N:13]=[CH:12][N:11]=2)[CH:5]=[CH:6][CH:7]=1.Cl.[NH2:18][OH:19].[OH-].[Na+]. Product: [Cl:1][C:2]1[CH:3]=[C:4]([C:8](=[N:18][OH:19])[CH2:9][C:10]2[CH:15]=[CH:14][N:13]=[CH:12][N:11]=2)[CH:5]=[CH:6][CH:7]=1. The catalyst class is: 5.